From a dataset of Forward reaction prediction with 1.9M reactions from USPTO patents (1976-2016). Predict the product of the given reaction. The product is: [Br:1][C:2]1[CH:7]=[CH:6][C:5]([C:8]([OH:10])([CH3:11])[CH3:9])=[CH:4][CH:3]=1. Given the reactants [Br:1][C:2]1[CH:7]=[CH:6][C:5]([C:8](=[O:10])[CH3:9])=[CH:4][CH:3]=1.[CH3:11][Mg+].[Br-], predict the reaction product.